Dataset: Full USPTO retrosynthesis dataset with 1.9M reactions from patents (1976-2016). Task: Predict the reactants needed to synthesize the given product. (1) Given the product [Br:1][C:2]1[CH:3]=[C:4]([CH2:12][C:13]([O:15][CH3:21])=[O:14])[CH:5]=[CH:6][C:7]=1[S:8][CH:9]1[CH2:11][CH2:10]1, predict the reactants needed to synthesize it. The reactants are: [Br:1][C:2]1[CH:3]=[C:4]([CH2:12][C:13]([OH:15])=[O:14])[CH:5]=[CH:6][C:7]=1[S:8][CH:9]1[CH2:11][CH2:10]1.S(=O)(=O)(O)O.[CH3:21]O. (2) Given the product [PH:11](=[O:12])([OH:14])[OH:13].[C:29]1([OH:2])[CH:34]=[CH:33][CH:32]=[CH:31][CH:30]=1, predict the reactants needed to synthesize it. The reactants are: N[OH:2].[O-]S(C(F)(F)F)(=O)=O.[PH:11](=[O:14])([OH:13])[OH:12].C1(C=CC=CN=1)SSC1C=CC=CN=1.[C:29]1(P([C:29]2[CH:34]=[CH:33][CH:32]=[CH:31][CH:30]=2)[C:29]2[CH:34]=[CH:33][CH:32]=[CH:31][CH:30]=2)[CH:34]=[CH:33][CH:32]=[CH:31][CH:30]=1.